From a dataset of Full USPTO retrosynthesis dataset with 1.9M reactions from patents (1976-2016). Predict the reactants needed to synthesize the given product. (1) Given the product [Cl:15][C:11]1[CH:12]=[C:13]2[C:8](=[CH:9][CH:10]=1)[NH:7][C:6](=[O:16])[C:5]([C@@H:3]([NH:2][C:18]1[CH:23]=[CH:22][C:21]([S:24]([CH3:27])(=[O:26])=[O:25])=[C:20]([O:28][CH3:29])[CH:19]=1)[CH3:4])=[CH:14]2, predict the reactants needed to synthesize it. The reactants are: Cl.[NH2:2][C@H:3]([C:5]1[C:6](=[O:16])[NH:7][C:8]2[C:13]([CH:14]=1)=[CH:12][C:11]([Cl:15])=[CH:10][CH:9]=2)[CH3:4].Br[C:18]1[CH:23]=[CH:22][C:21]([S:24]([CH3:27])(=[O:26])=[O:25])=[C:20]([O:28][CH3:29])[CH:19]=1.C1C=CC(P(C2C(C3C(P(C4C=CC=CC=4)C4C=CC=CC=4)=CC=C4C=3C=CC=C4)=C3C(C=CC=C3)=CC=2)C2C=CC=CC=2)=CC=1.CC(C)([O-])C.[Na+]. (2) Given the product [CH:13]([C:16]1[CH:22]=[CH:21][C:19]([N:20]2[CH2:6][CH2:7][CH:5]([C:8]([OH:9])=[O:10])[C:4]2=[O:11])=[CH:18][CH:17]=1)([CH3:15])[CH3:14], predict the reactants needed to synthesize it. The reactants are: CC1(C)[O:9][C:8](=[O:10])[C:5]2([CH2:7][CH2:6]2)[C:4](=[O:11])O1.[CH:13]([C:16]1[CH:22]=[CH:21][C:19]([NH2:20])=[CH:18][CH:17]=1)([CH3:15])[CH3:14]. (3) Given the product [NH2:26][C:7]1[C:6]([NH:5][C:1]([CH3:4])([CH3:3])[CH3:2])=[N:15][C:14]2[C:9](=[CH:10][CH:11]=[CH:12][C:13]=2[C:16]2[NH:24][C:23]3[CH2:22][CH2:21][NH:20][C:19](=[O:25])[C:18]=3[CH:17]=2)[N:8]=1, predict the reactants needed to synthesize it. The reactants are: [C:1]([NH:5][C:6]1[C:7]([NH:26]CC2C=CC(OC)=CC=2OC)=[N:8][C:9]2[C:14]([N:15]=1)=[C:13]([C:16]1[NH:24][C:23]3[CH2:22][CH2:21][NH:20][C:19](=[O:25])[C:18]=3[CH:17]=1)[CH:12]=[CH:11][CH:10]=2)([CH3:4])([CH3:3])[CH3:2].C(O)(C(F)(F)F)=O. (4) Given the product [F:1][C:2]1[CH:10]=[C:9]2[C:5]([CH:6]=[CH:7][N:8]2[CH3:15])=[CH:4][C:3]=1[C:11]([F:14])([F:12])[F:13], predict the reactants needed to synthesize it. The reactants are: [F:1][C:2]1[CH:10]=[C:9]2[C:5]([CH:6]=[CH:7][NH:8]2)=[CH:4][C:3]=1[C:11]([F:14])([F:13])[F:12].[C:15](=O)([O-])[O-].[K+].[K+].IC. (5) The reactants are: N#N.[CH3:3][C:4]1[O:5][C:6]([C:12]2[CH:17]=[CH:16][C:15]([NH:18][C:19](=[O:30])[CH2:20][C:21]3[CH:26]=[C:25]([OH:27])[C:24]([OH:28])=[C:23]([OH:29])[CH:22]=3)=[CH:14][C:13]=2[N+:31]([O-])=O)=[CH:7][C:8]=1[C:9]([OH:11])=[O:10]. Given the product [NH2:31][C:13]1[CH:14]=[C:15]([NH:18][C:19](=[O:30])[CH2:20][C:21]2[CH:22]=[C:23]([OH:29])[C:24]([OH:28])=[C:25]([OH:27])[CH:26]=2)[CH:16]=[CH:17][C:12]=1[C:6]1[O:5][C:4]([CH3:3])=[C:8]([C:9]([OH:11])=[O:10])[CH:7]=1, predict the reactants needed to synthesize it. (6) Given the product [CH3:1][O:2][C:3](=[O:19])[CH2:4][O:5][C:6]1[C:15]2[C:10](=[CH:11][CH:12]=[CH:13][CH:14]=2)[C:9]([NH2:16])=[CH:8][CH:7]=1, predict the reactants needed to synthesize it. The reactants are: [CH3:1][O:2][C:3](=[O:19])[CH2:4][O:5][C:6]1[C:15]2[C:10](=[CH:11][CH:12]=[CH:13][CH:14]=2)[C:9]([N+:16]([O-])=O)=[CH:8][CH:7]=1.[H][H]. (7) Given the product [CH3:24][O:25][C:26]1[CH:32]=[CH:31][CH:30]=[CH:29][C:27]=1[NH:28]/[C:13](=[C:6]1\[C:5](=[O:23])[NH:4][C:12]2[C:7]\1=[CH:8][CH:9]=[CH:10][CH:11]=2)/[C:14]1[CH:15]=[CH:16][CH:17]=[CH:18][CH:19]=1, predict the reactants needed to synthesize it. The reactants are: C([N:4]1[C:12]2[C:7](=[CH:8][CH:9]=[CH:10][CH:11]=2)[C:6](=[C:13](OCC)[C:14]2[CH:19]=[CH:18][CH:17]=[CH:16][CH:15]=2)[C:5]1=[O:23])(=O)C.[CH3:24][O:25][C:26]1[CH:32]=[CH:31][CH:30]=[CH:29][C:27]=1[NH2:28].[OH-].[Na+]. (8) Given the product [Cl:1][C:2]1[C:3]([N:11]2[CH:21]=[C:14]3[C:15]([NH:29][C:25]4[CH:24]=[C:23]([CH3:22])[N:28]=[CH:27][N:26]=4)=[N:16][CH:17]=[C:18]([F:19])[C:13]3=[N:12]2)=[C:4]([CH:7]=[C:8]([F:10])[CH:9]=1)[C:5]#[N:6], predict the reactants needed to synthesize it. The reactants are: [Cl:1][C:2]1[C:3]([N:11]2[CH:21]=[C:14]3[C:15](Cl)=[N:16][CH:17]=[C:18]([F:19])[C:13]3=[N:12]2)=[C:4]([CH:7]=[C:8]([F:10])[CH:9]=1)[C:5]#[N:6].[CH3:22][C:23]1[N:28]=[CH:27][N:26]=[C:25]([NH2:29])[CH:24]=1.CC1(C)C2C(=C(P(C3C=CC=CC=3)C3C=CC=CC=3)C=CC=2)OC2C(P(C3C=CC=CC=3)C3C=CC=CC=3)=CC=CC1=2.C(=O)([O-])[O-].[Cs+].[Cs+]. (9) Given the product [C:24]([NH:15][C:11]1[CH:10]=[C:9]2[C:14](=[CH:13][CH:12]=1)[N:6]([CH2:5][C:4]1[CH:20]=[CH:21][C:22]([Cl:23])=[C:2]([Cl:1])[CH:3]=1)[C:7]([C:16]([O:18][CH3:19])=[O:17])=[CH:8]2)(=[O:26])[CH3:25], predict the reactants needed to synthesize it. The reactants are: [Cl:1][C:2]1[CH:3]=[C:4]([CH:20]=[CH:21][C:22]=1[Cl:23])[CH2:5][N:6]1[C:14]2[C:9](=[CH:10][C:11]([NH2:15])=[CH:12][CH:13]=2)[CH:8]=[C:7]1[C:16]([O:18][CH3:19])=[O:17].[C:24](OC(=O)C)(=[O:26])[CH3:25]. (10) Given the product [NH2:14][C:11]1[S:12][CH:13]=[C:9]([C:6]2[CH:7]=[CH:8][C:3]([C:17]3[C:16]([CH3:15])=[CH:36][CH:35]=[C:19]([C:20]([NH:22][C:23]4[CH:28]=[CH:27][CH:26]=[C:25]([N:29]5[CH2:34][CH2:33][O:32][CH2:31][CH2:30]5)[CH:24]=4)=[O:21])[CH:18]=3)=[CH:4][CH:5]=2)[N:10]=1, predict the reactants needed to synthesize it. The reactants are: Br.Br[C:3]1[CH:8]=[CH:7][C:6]([C:9]2[N:10]=[C:11]([NH2:14])[S:12][CH:13]=2)=[CH:5][CH:4]=1.[CH3:15][C:16]1[CH:36]=[CH:35][C:19]([C:20]([NH:22][C:23]2[CH:28]=[CH:27][CH:26]=[C:25]([N:29]3[CH2:34][CH2:33][O:32][CH2:31][CH2:30]3)[CH:24]=2)=[O:21])=[CH:18][C:17]=1B1OC(C)(C)C(C)(C)O1.